Dataset: Peptide-MHC class II binding affinity with 134,281 pairs from IEDB. Task: Regression. Given a peptide amino acid sequence and an MHC pseudo amino acid sequence, predict their binding affinity value. This is MHC class II binding data. (1) The peptide sequence is VALFAVFLGSAHGIP. The MHC is DRB1_1201 with pseudo-sequence DRB1_1201. The binding affinity (normalized) is 0.439. (2) The peptide sequence is LRLSALRGLFSAVIE. The MHC is DRB1_0802 with pseudo-sequence DRB1_0802. The binding affinity (normalized) is 1.00.